From a dataset of CYP3A4 inhibition data for predicting drug metabolism from PubChem BioAssay. Regression/Classification. Given a drug SMILES string, predict its absorption, distribution, metabolism, or excretion properties. Task type varies by dataset: regression for continuous measurements (e.g., permeability, clearance, half-life) or binary classification for categorical outcomes (e.g., BBB penetration, CYP inhibition). Dataset: cyp3a4_veith. The compound is Cc1c(C(c2cccc([N+](=O)[O-])c2O)c2c(C)n(C)n(-c3ccccc3)c2=O)c(=O)n(-c2ccccc2)n1C. The result is 0 (non-inhibitor).